Dataset: Catalyst prediction with 721,799 reactions and 888 catalyst types from USPTO. Task: Predict which catalyst facilitates the given reaction. (1) Reactant: Br[C:2]1[CH:3]=[C:4]([CH3:9])[CH:5]=[C:6]([CH3:8])[CH:7]=1.[CH3:10][C:11]1[CH:12]=[C:13]([CH:16]=[C:17]([CH3:19])[CH:18]=1)[CH:14]=[O:15].[Li]CCCC. Product: [CH3:10][C:11]1[CH:12]=[C:13]([CH:14]([C:2]2[CH:7]=[C:6]([CH3:8])[CH:5]=[C:4]([CH3:9])[CH:3]=2)[OH:15])[CH:16]=[C:17]([CH3:19])[CH:18]=1. The catalyst class is: 1. (2) Reactant: [OH-].[K+].[CH3:3][O:4][C:5]([C:7]1([C:10]([O:12]C)=[O:11])[CH2:9][CH2:8]1)=[O:6]. Product: [CH3:3][O:4][C:5]([C:7]1([C:10]([OH:12])=[O:11])[CH2:9][CH2:8]1)=[O:6]. The catalyst class is: 5. (3) Reactant: [NH:1]1[CH2:6][CH2:5][O:4][CH:3]([CH2:7][NH:8][C:9]2[CH:14]=[CH:13][C:12]([S:15]([NH2:18])(=[O:17])=[O:16])=[CH:11][C:10]=2[N+:19]([O-:21])=[O:20])[CH2:2]1.C(O[C:25]1(O[Si](C)(C)C)[CH2:27][CH2:26]1)C.C([BH3-])#N.[Na+]. Product: [CH:25]1([N:1]2[CH2:6][CH2:5][O:4][CH:3]([CH2:7][NH:8][C:9]3[CH:14]=[CH:13][C:12]([S:15]([NH2:18])(=[O:16])=[O:17])=[CH:11][C:10]=3[N+:19]([O-:21])=[O:20])[CH2:2]2)[CH2:27][CH2:26]1. The catalyst class is: 130. (4) Reactant: Br[C:2]1[N:7]=[C:6]([C:8]([OH:10])=[O:9])[C:5]([F:11])=[CH:4][CH:3]=1.[F:12][C:13]1[CH:18]=[CH:17][CH:16]=[CH:15][C:14]=1B(O)O. Product: [F:11][C:5]1[C:6]([C:8]([OH:10])=[O:9])=[N:7][C:2]([C:14]2[CH:15]=[CH:16][CH:17]=[CH:18][C:13]=2[F:12])=[CH:3][CH:4]=1. The catalyst class is: 462. (5) Reactant: [CH2:1]([N:8]1[CH2:13][CH2:12][O:11][CH:10]([CH2:14][NH2:15])[CH2:9]1)[C:2]1[CH:7]=[CH:6][CH:5]=[CH:4][CH:3]=1. Product: [CH2:1]([N:8]1[CH2:13][CH2:12][O:11][C@H:10]([CH2:14][NH2:15])[CH2:9]1)[C:2]1[CH:3]=[CH:4][CH:5]=[CH:6][CH:7]=1. The catalyst class is: 8. (6) Reactant: [C:1]([O:5][C:6](=[O:13])[NH:7][C@H:8]1[CH2:11][C@H:10](O)[CH2:9]1)([CH3:4])([CH3:3])[CH3:2].[Br:14][C:15]1[N:20]=[C:19]2[N:21]([CH:25]3[CH2:27][CH2:26]3)[C:22](=[O:24])[NH:23][C:18]2=[N:17][CH:16]=1.C1(P(C2C=CC=CC=2)C2C=CC=CC=2)C=CC=CC=1.CC(OC(/N=N/C(OC(C)C)=O)=O)C. Product: [C:1]([O:5][C:6](=[O:13])[NH:7][C@H:8]1[CH2:11][C@H:10]([N:23]2[C:18]3=[N:17][CH:16]=[C:15]([Br:14])[N:20]=[C:19]3[N:21]([CH:25]3[CH2:26][CH2:27]3)[C:22]2=[O:24])[CH2:9]1)([CH3:4])([CH3:3])[CH3:2]. The catalyst class is: 1.